This data is from Full USPTO retrosynthesis dataset with 1.9M reactions from patents (1976-2016). The task is: Predict the reactants needed to synthesize the given product. Given the product [F:12][C:9]1[CH:8]=[CH:7][C:6]([CH:4]([NH:3][O:2][CH3:1])[CH3:5])=[CH:11][CH:10]=1, predict the reactants needed to synthesize it. The reactants are: [CH3:1][O:2][N:3]=[C:4]([C:6]1[CH:11]=[CH:10][C:9]([F:12])=[CH:8][CH:7]=1)[CH3:5].C([BH3-])#N.[Na+].